From a dataset of Forward reaction prediction with 1.9M reactions from USPTO patents (1976-2016). Predict the product of the given reaction. The product is: [Cl:12][C:2]1[CH:7]=[CH:6][N:5]=[CH:4][C:3]=1[N+:8]([O-:10])=[O:9]. Given the reactants O[C:2]1[CH:7]=[CH:6][N:5]=[CH:4][C:3]=1[N+:8]([O-:10])=[O:9].P(Cl)(Cl)(Cl)(Cl)[Cl:12].P(Cl)(Cl)(Cl)=O, predict the reaction product.